This data is from Forward reaction prediction with 1.9M reactions from USPTO patents (1976-2016). The task is: Predict the product of the given reaction. (1) Given the reactants [C:1]([N:11]1[CH2:16][CH2:15][C:14](=O)[CH2:13][CH2:12]1)([O:3][CH2:4][C:5]1[CH:10]=[CH:9][CH:8]=[CH:7][CH:6]=1)=[O:2].O.[NH2:19][NH2:20].[BH4-].[Na+].N, predict the reaction product. The product is: [CH2:4]([O:3][C:1]([N:11]1[CH2:16][CH2:15][CH:14]([NH:19][NH2:20])[CH2:13][CH2:12]1)=[O:2])[C:5]1[CH:10]=[CH:9][CH:8]=[CH:7][CH:6]=1. (2) Given the reactants [Cl:1][C:2]1[O:3][C:4]2[CH:10]=[CH:9][C:8]([C:11]([CH2:27][CH3:28])=[C:12]([C:20]3[CH:25]=[CH:24][C:23]([OH:26])=[CH:22][CH:21]=3)[C:13]3[CH:14]=[N:15][C:16](Cl)=[CH:17][CH:18]=3)=[CH:7][C:5]=2[CH:6]=1.[CH3:29][NH:30][CH2:31][CH2:32][NH:33][CH3:34], predict the reaction product. The product is: [Cl:1][C:2]1[O:3][C:4]2[CH:10]=[CH:9][C:8]([C:11]([CH2:27][CH3:28])=[C:12]([C:20]3[CH:21]=[CH:22][C:23]([OH:26])=[CH:24][CH:25]=3)[C:13]3[CH:14]=[N:15][C:16]([N:30]([CH3:29])[CH2:31][CH2:32][NH:33][CH3:34])=[CH:17][CH:18]=3)=[CH:7][C:5]=2[CH:6]=1. (3) The product is: [CH3:30][C:27]([C:4]1[C:3]2[O:32][CH:33]=[N:1][C:2]=2[CH:7]=[C:6]([C:8]2[CH:9]=[C:10]([CH:11]=[CH:12][CH:13]=2)[CH2:14][CH:15]2[S:19][C:18]([N:20]3[CH2:21][CH2:22][O:23][CH2:24][CH2:25]3)=[N:17][C:16]2=[O:26])[CH:5]=1)([CH3:31])[CH2:28][CH3:29]. Given the reactants [NH2:1][C:2]1[C:3]([OH:32])=[C:4]([C:27]([CH3:31])([CH3:30])[CH2:28][CH3:29])[CH:5]=[C:6]([C:8]2[CH:13]=[CH:12][CH:11]=[C:10]([CH2:14][CH:15]3[S:19][C:18]([N:20]4[CH2:25][CH2:24][O:23][CH2:22][CH2:21]4)=[N:17][C:16]3=[O:26])[CH:9]=2)[CH:7]=1.[CH2:33](OC(OCC)OCC)C, predict the reaction product. (4) Given the reactants [C:1]([CH2:3][CH2:4][N:5]1[CH:9]=[CH:8][N:7]=[C:6]1[CH3:10])#N.BrCCC[CH2:15][CH2:16][CH2:17][C:18]#[N:19], predict the reaction product. The product is: [CH3:10][C:6]1[N:5]([CH2:4][CH2:3][CH2:1][CH2:15][CH2:16][CH2:17][C:18]#[N:19])[CH:9]=[CH:8][N:7]=1. (5) Given the reactants [O:1]1[C:6]2[CH:7]=[CH:8][CH:9]=[CH:10][C:5]=2[O:4][CH2:3][C@@H:2]1[C:11]([N:13]1[CH2:18][CH2:17][CH2:16][C@@H:15]([C:19]2[CH:24]=[CH:23][CH:22]=[C:21]([C:25]([F:28])([F:27])[F:26])[CH:20]=2)[CH2:14]1)=O, predict the reaction product. The product is: [O:1]1[C:6]2[CH:7]=[CH:8][CH:9]=[CH:10][C:5]=2[O:4][CH2:3][C@@H:2]1[CH2:11][N:13]1[CH2:18][CH2:17][CH2:16][C@@H:15]([C:19]2[CH:24]=[CH:23][CH:22]=[C:21]([C:25]([F:27])([F:26])[F:28])[CH:20]=2)[CH2:14]1. (6) The product is: [CH:17]1([C:6]2[C:7]3[CH:8]=[CH:9][C:10]([C:13]([O:15][CH3:16])=[O:14])=[CH:11][C:12]=3[N:4]3[CH2:3][CH:2]([C:31]([O:33][CH3:34])=[O:32])[NH:1][CH2:29][C:24]4[CH:25]=[CH:26][CH:27]=[CH:28][C:23]=4[C:5]=23)[CH2:18][CH2:19][CH2:20][CH2:21][CH2:22]1. Given the reactants [NH2:1][CH:2]([C:31]([O:33][CH3:34])=[O:32])[CH2:3][N:4]1[C:12]2[C:7](=[CH:8][CH:9]=[C:10]([C:13]([O:15][CH3:16])=[O:14])[CH:11]=2)[C:6]([CH:17]2[CH2:22][CH2:21][CH2:20][CH2:19][CH2:18]2)=[C:5]1[C:23]1[CH:28]=[CH:27][CH:26]=[CH:25][C:24]=1[CH:29]=O.[BH-](OC(C)=O)(OC(C)=O)OC(C)=O.[Na+], predict the reaction product. (7) Given the reactants [F:1][C:2]1[CH:3]=[C:4]([C@@:8]23[C@@H:17]([OH:18])[CH2:16][CH2:15][CH2:14][C@H:13]2[C@H:12]([CH3:19])[C:11]2([O:23][CH2:22][CH2:21][O:20]2)[CH2:10][CH2:9]3)[CH:5]=[CH:6][CH:7]=1.[Cr](O[Cr]([O-])(=O)=O)([O-])(=O)=O.[NH+]1C=CC=CC=1.[NH+]1C=CC=CC=1.S([O-])([O-])(=O)=O.[Mg+2], predict the reaction product. The product is: [F:1][C:2]1[CH:3]=[C:4]([C@@:8]23[C:17](=[O:18])[CH2:16][CH2:15][CH2:14][C@H:13]2[C@H:12]([CH3:19])[C:11]2([O:20][CH2:21][CH2:22][O:23]2)[CH2:10][CH2:9]3)[CH:5]=[CH:6][CH:7]=1. (8) Given the reactants C(Cl)CCl.[C:5]([OH:13])(=O)[CH2:6][CH2:7][CH2:8][CH2:9][CH:10]=[CH2:11].[Cl-].[CH3:15][O:16][NH2+:17][CH3:18], predict the reaction product. The product is: [CH3:15][O:16][N:17]([CH3:18])[C:5](=[O:13])[CH2:6][CH2:7][CH2:8][CH2:9][CH:10]=[CH2:11]. (9) Given the reactants [CH2:1]([O:8][C:9]([N:11]1[CH2:16][CH2:15][CH:14]([C:17]([OH:19])=O)[CH2:13][CH2:12]1)=[O:10])[C:2]1[CH:7]=[CH:6][CH:5]=[CH:4][CH:3]=1.C(Cl)(=O)C([Cl:23])=O.CN(C)C=O, predict the reaction product. The product is: [CH2:1]([O:8][C:9]([N:11]1[CH2:16][CH2:15][CH:14]([C:17]([Cl:23])=[O:19])[CH2:13][CH2:12]1)=[O:10])[C:2]1[CH:7]=[CH:6][CH:5]=[CH:4][CH:3]=1.